This data is from Reaction yield outcomes from USPTO patents with 853,638 reactions. The task is: Predict the reaction yield, written as a fraction of the theoretical maximum amount of product (1.0 means a 100% yield; for example, 0.34 means a 34% yield). (1) The reactants are [Cl:1][C:2]1[CH:7]=[C:6]([O:8][C:9]2[C:10]([CH3:16])=[N:11][C:12](I)=[CH:13][CH:14]=2)[CH:5]=[CH:4][N:3]=1.[C:17]([NH2:20])(=[O:19])[CH3:18].C([O-])([O-])=O.[Cs+].[Cs+].CCOC(C)=O. The catalyst is O1CCOCC1.C1C=CC(/C=C/C(/C=C/C2C=CC=CC=2)=O)=CC=1.C1C=CC(/C=C/C(/C=C/C2C=CC=CC=2)=O)=CC=1.C1C=CC(/C=C/C(/C=C/C2C=CC=CC=2)=O)=CC=1.[Pd].[Pd].CC(C1C=C(C(C)C)C(C2C=CC=CC=2P(C2CCCCC2)C2CCCCC2)=C(C(C)C)C=1)C. The product is [Cl:1][C:2]1[CH:7]=[C:6]([O:8][C:9]2[CH:14]=[CH:13][C:12]([NH:20][C:17](=[O:19])[CH3:18])=[N:11][C:10]=2[CH3:16])[CH:5]=[CH:4][N:3]=1. The yield is 0.560. (2) The reactants are O=[C:2]([C:9]1[CH:14]=[CH:13][N:12]=[CH:11][N:10]=1)[CH2:3][C:4]([O:6]CC)=O.[CH3:15][NH:16][C:17]([NH2:19])=[S:18].N12CCCN=C1CCCCC2. The catalyst is C(O)C. The product is [SH:18][C:17]1[N:16]([CH3:15])[C:4](=[O:6])[CH:3]=[C:2]([C:9]2[CH:14]=[CH:13][N:12]=[CH:11][N:10]=2)[N:19]=1. The yield is 0.830.